This data is from Peptide-MHC class II binding affinity with 134,281 pairs from IEDB. The task is: Regression. Given a peptide amino acid sequence and an MHC pseudo amino acid sequence, predict their binding affinity value. This is MHC class II binding data. The peptide sequence is KDKWIALKESWGAIW. The MHC is DRB3_0101 with pseudo-sequence DRB3_0101. The binding affinity (normalized) is 0.0897.